The task is: Predict the product of the given reaction.. This data is from Forward reaction prediction with 1.9M reactions from USPTO patents (1976-2016). Given the reactants Cl[C:2]1[C:3]2[CH:24]=[CH:23][C:22](=[O:25])[N:21]([C:26]3[C:31]([F:32])=[CH:30][CH:29]=[CH:28][C:27]=3[F:33])[C:4]=2[N:5]=[C:6]([N:8]2[CH2:13][CH2:12][CH:11]([N:14]3[CH2:19][CH2:18][CH:17]([CH3:20])[CH2:16][CH2:15]3)[CH2:10][CH2:9]2)[N:7]=1.C[C:35]1[C:40]([C:41]([OH:43])=[O:42])=[CH:39][C:38](B2OC(C)(C)C(C)(C)O2)=[CH:37][CH:36]=1.[C:53](=O)([O-])[O-].[K+].[K+], predict the reaction product. The product is: [F:32][C:31]1[CH:30]=[CH:29][CH:28]=[C:27]([F:33])[C:26]=1[N:21]1[C:4]2[N:5]=[C:6]([N:8]3[CH2:13][CH2:12][CH:11]([N:14]4[CH2:19][CH2:18][CH:17]([CH3:20])[CH2:16][CH2:15]4)[CH2:10][CH2:9]3)[N:7]=[C:2]([C:38]3[CH:39]=[C:40]([CH:35]=[CH:36][C:37]=3[CH3:53])[C:41]([OH:43])=[O:42])[C:3]=2[CH:24]=[CH:23][C:22]1=[O:25].